Dataset: Full USPTO retrosynthesis dataset with 1.9M reactions from patents (1976-2016). Task: Predict the reactants needed to synthesize the given product. (1) Given the product [Si:1]([O:8][CH:9]([CH:28]1[CH2:36][C:35]2[C:30](=[CH:31][CH:32]=[C:33]([C:37]3[CH:42]=[CH:41][CH:40]=[CH:39][CH:38]=3)[CH:34]=2)[CH2:29]1)[C:10]1[O:11][C:12]([C:44]2[N:49]=[C:48]([C:50]([O:52][CH3:53])=[O:51])[CH:47]=[CH:46][CH:45]=2)=[CH:13][N:14]=1)([C:4]([CH3:6])([CH3:7])[CH3:5])([CH3:2])[CH3:3], predict the reactants needed to synthesize it. The reactants are: [Si:1]([O:8][CH:9]([CH:28]1[CH2:36][C:35]2[C:30](=[CH:31][CH:32]=[C:33]([C:37]3[CH:42]=[CH:41][CH:40]=[CH:39][CH:38]=3)[CH:34]=2)[CH2:29]1)[C:10]1[O:11][C:12]([Sn](CCCC)(CCCC)CCCC)=[CH:13][N:14]=1)([C:4]([CH3:7])([CH3:6])[CH3:5])([CH3:3])[CH3:2].Br[C:44]1[N:49]=[C:48]([C:50]([O:52][CH3:53])=[O:51])[CH:47]=[CH:46][CH:45]=1. (2) Given the product [Br:1][C:2]1[CH:11]=[C:10]2[C:5]([C:6](=[O:12])[N:7]([CH3:13])[CH:8]=[N:9]2)=[CH:4][CH:3]=1, predict the reactants needed to synthesize it. The reactants are: [Br:1][C:2]1[CH:11]=[C:10]2[C:5]([C:6](=[O:12])[NH:7][CH:8]=[N:9]2)=[CH:4][CH:3]=1.[CH3:13]I.